Task: Predict the product of the given reaction.. Dataset: Forward reaction prediction with 1.9M reactions from USPTO patents (1976-2016) (1) The product is: [CH3:40][S:41]([N:44]1[C:52]2[C:47](=[CH:48][CH:49]=[C:50]([NH:53][C:9](=[O:11])[C:8]3[CH:12]=[CH:13][C:5](/[CH:4]=[CH:3]/[C:2]([F:1])([F:16])[F:15])=[CH:6][C:7]=3[CH3:14])[CH:51]=2)[CH2:46][CH2:45]1)(=[O:43])=[O:42]. Given the reactants [F:1][C:2]([F:16])([F:15])/[CH:3]=[CH:4]/[C:5]1[CH:13]=[CH:12][C:8]([C:9]([OH:11])=O)=[C:7]([CH3:14])[CH:6]=1.Cl.CN(C)CCCN=C=NCC.O.ON1C2C=CC=CC=2N=N1.[CH3:40][S:41]([N:44]1[C:52]2[C:47](=[CH:48][CH:49]=[C:50]([NH2:53])[CH:51]=2)[CH2:46][CH2:45]1)(=[O:43])=[O:42], predict the reaction product. (2) Given the reactants [CH:1]1[CH:2]=[CH:3][C:4]([O:7][C:8]2[C:9]([N:21]3[CH2:25][CH2:24][CH2:23][CH2:22]3)=[CH:10][C:11]([C:18]([OH:20])=[O:19])=[CH:12][C:13]=2[S:14]([NH2:17])(=[O:16])=[O:15])=[CH:5][CH:6]=1.[OH-].[CH2:27]([N+:34]([CH3:37])([CH3:36])[CH3:35])[C:28]1[CH:33]=[CH:32][CH:31]=[CH:30][CH:29]=1, predict the reaction product. The product is: [NH2:17][S:14]([C:13]1[CH:12]=[C:11]([CH:10]=[C:9]([N:21]2[CH2:25][CH2:24][CH2:23][CH2:22]2)[C:8]=1[O:7][C:4]1[CH:5]=[CH:6][CH:1]=[CH:2][CH:3]=1)[C:18]([O-:20])=[O:19])(=[O:16])=[O:15].[CH2:27]([N+:34]([CH3:37])([CH3:36])[CH3:35])[C:28]1[CH:33]=[CH:32][CH:31]=[CH:30][CH:29]=1. (3) Given the reactants Br[C:2]1[S:3][C:4]2[C:10]([C:11]3[CH:16]=[CH:15][C:14]([Cl:17])=[CH:13][CH:12]=3)=[C:9]([C@H:18]([O:24][C:25]([CH3:28])([CH3:27])[CH3:26])[C:19]([O:21][CH2:22][CH3:23])=[O:20])[C:8]([CH3:29])=[CH:7][C:5]=2[N:6]=1.[CH3:30][N:31]1[C:39]2[C:34](=[CH:35][C:36](B3OC(C)(C)C(C)(C)O3)=[CH:37][CH:38]=2)[CH2:33][C:32]1=[O:49].C([O-])([O-])=O.[K+].[K+].O.O1[CH2:62][CH2:61]OCC1, predict the reaction product. The product is: [C:25]([O:24][C@@H:18]([C:9]1[C:8]([CH3:29])=[CH:7][C:5]2[N:6]=[C:2]([C:62]3[CH:61]=[CH:2][N:6]=[C:5]([C:35]4[CH:36]=[CH:37][CH:38]=[C:39]5[C:34]=4[CH2:33][C:32](=[O:49])[N:31]5[CH3:30])[CH:4]=3)[S:3][C:4]=2[C:10]=1[C:11]1[CH:16]=[CH:15][C:14]([Cl:17])=[CH:13][CH:12]=1)[C:19]([O:21][CH2:22][CH3:23])=[O:20])([CH3:28])([CH3:27])[CH3:26]. (4) Given the reactants [OH:1][C:2]1([C:17]2[CH:22]=[CH:21][C:20]([OH:23])=[CH:19][C:18]=2[CH2:24][OH:25])[CH2:7][CH2:6][N:5]([CH2:8][CH2:9][C:10]([O:12][C:13]([CH3:16])([CH3:15])[CH3:14])=[O:11])[CH2:4][CH2:3]1.C([O-])([O-])=O.[K+].[K+].BrC[CH2:34][C:35]1[C:40]([Cl:41])=[CH:39][CH:38]=[CH:37][C:36]=1[Cl:42], predict the reaction product. The product is: [Cl:41][C:40]1[CH:39]=[CH:38][CH:37]=[C:36]([Cl:42])[C:35]=1[CH2:34][O:23][C:20]1[CH:21]=[CH:22][C:17]([C:2]2([OH:1])[CH2:7][CH2:6][N:5]([CH2:8][CH2:9][C:10]([O:12][C:13]([CH3:16])([CH3:14])[CH3:15])=[O:11])[CH2:4][CH2:3]2)=[C:18]([CH2:24][OH:25])[CH:19]=1. (5) The product is: [CH3:1][O:2][C:3](=[O:9])[C@@H:4]([C@H:6]([CH3:8])[OH:7])[NH:5][C:10](=[O:17])[C:11]1[CH:16]=[CH:15][CH:14]=[CH:13][CH:12]=1. Given the reactants [CH3:1][O:2][C:3](=[O:9])[C@@H:4]([C@H:6]([CH3:8])[OH:7])[NH2:5].[C:10](Cl)(=[O:17])[C:11]1[CH:16]=[CH:15][CH:14]=[CH:13][CH:12]=1.O, predict the reaction product. (6) Given the reactants [CH3:1][C:2]([NH:11][CH:12]=[O:13])([CH3:10])[CH2:3][C:4]1[CH:9]=[CH:8][CH:7]=[CH:6][CH:5]=1.[Cl-].[Al+3].[Cl-].[Cl-].[Br:18]Br, predict the reaction product. The product is: [Br:18][C:7]1[CH:6]=[CH:5][C:4]([CH2:3][C:2]([NH:11][CH:12]=[O:13])([CH3:1])[CH3:10])=[CH:9][CH:8]=1.